From a dataset of Catalyst prediction with 721,799 reactions and 888 catalyst types from USPTO. Predict which catalyst facilitates the given reaction. Reactant: C([O:3][C:4](=[O:27])/[CH:5]=[CH:6]/[C:7]([N:9]1[C:14]2[CH:15]=[C:16]([Cl:20])[CH:17]=[C:18]([CH3:19])[C:13]=2[O:12][CH:11]([C:21]2[CH:26]=[CH:25][CH:24]=[CH:23][CH:22]=2)[CH2:10]1)=[O:8])C.[OH-].[Na+]. Product: [Cl:20][C:16]1[CH:17]=[C:18]([CH3:19])[C:13]2[O:12][CH:11]([C:21]3[CH:22]=[CH:23][CH:24]=[CH:25][CH:26]=3)[CH2:10][N:9]([C:7](=[O:8])/[CH:6]=[CH:5]/[C:4]([OH:27])=[O:3])[C:14]=2[CH:15]=1. The catalyst class is: 107.